Dataset: Full USPTO retrosynthesis dataset with 1.9M reactions from patents (1976-2016). Task: Predict the reactants needed to synthesize the given product. (1) Given the product [N:13]1([C:9]2[CH:8]=[C:3]([C:4]([O:6][CH3:7])=[O:5])[C:2]3[NH:1][C:19]([C:21]([F:24])([F:23])[F:22])=[N:12][C:11]=3[CH:10]=2)[CH2:18][CH2:17][O:16][CH2:15][CH2:14]1, predict the reactants needed to synthesize it. The reactants are: [NH2:1][C:2]1[C:11]([NH2:12])=[CH:10][C:9]([N:13]2[CH2:18][CH2:17][O:16][CH2:15][CH2:14]2)=[CH:8][C:3]=1[C:4]([O:6][CH3:7])=[O:5].[C:19](O)([C:21]([F:24])([F:23])[F:22])=O. (2) Given the product [Cl:1][C:2]1[C:3]([Cl:11])=[N:4][CH:5]=[C:6]([CH:10]=1)[C:7]([Cl:19])=[O:8], predict the reactants needed to synthesize it. The reactants are: [Cl:1][C:2]1[C:3]([Cl:11])=[N:4][CH:5]=[C:6]([CH:10]=1)[C:7](O)=[O:8].CN(C=O)C.S(Cl)([Cl:19])=O.C(=O)(O)[O-].[Na+]. (3) The reactants are: [Cl:1][C:2]1[CH:7]=[CH:6][C:5]([C:8]([C:10]2[CH:11]=[C:12]3[C:17](=[CH:18][CH:19]=2)[N+:16]([O-])=[CH:15][CH:14]=[C:13]3[CH2:21][CH2:22][C:23]2[CH:28]=[CH:27][CH:26]=[CH:25][CH:24]=2)=[O:9])=[CH:4][CH:3]=1.P(Cl)(Cl)([Cl:31])=O. Given the product [Cl:1][C:2]1[CH:7]=[CH:6][C:5]([C:8]([C:10]2[CH:11]=[C:12]3[C:17](=[CH:18][CH:19]=2)[N:16]=[C:15]([Cl:31])[CH:14]=[C:13]3[CH2:21][CH2:22][C:23]2[CH:28]=[CH:27][CH:26]=[CH:25][CH:24]=2)=[O:9])=[CH:4][CH:3]=1, predict the reactants needed to synthesize it. (4) The reactants are: [CH:1]([CH:4]1[CH2:8][C:7]([C:15]2[CH:20]=[CH:19][CH:18]=[CH:17][CH:16]=2)([C:9]2[CH:14]=[CH:13][CH:12]=[CH:11][CH:10]=2)[CH2:6][N:5]1C(OC(C)(C)C)=O)([CH3:3])[CH3:2].C(=O)(O)[O-].[Na+]. Given the product [CH:1]([CH:4]1[CH2:8][C:7]([C:9]2[CH:14]=[CH:13][CH:12]=[CH:11][CH:10]=2)([C:15]2[CH:16]=[CH:17][CH:18]=[CH:19][CH:20]=2)[CH2:6][NH:5]1)([CH3:3])[CH3:2], predict the reactants needed to synthesize it. (5) The reactants are: [Cl:1][C:2]1[CH:7]=[CH:6][C:5]([NH:8][C:9]2[C:10](=[O:34])[C:11](=[O:33])[C:12]=2[NH:13][CH2:14][CH2:15][NH:16][C:17]2[CH:22]=[C:21]([N:23]3[CH2:27][CH2:26][CH2:25][CH2:24]3)[N:20]=[C:19]([N:28]3[CH2:32][CH2:31][CH2:30][CH2:29]3)[N:18]=2)=[CH:4][CH:3]=1.Cl.CCOCC. Given the product [ClH:1].[Cl:1][C:2]1[CH:3]=[CH:4][C:5]([NH:8][C:9]2[C:10](=[O:34])[C:11](=[O:33])[C:12]=2[NH:13][CH2:14][CH2:15][NH:16][C:17]2[CH:22]=[C:21]([N:23]3[CH2:24][CH2:25][CH2:26][CH2:27]3)[N:20]=[C:19]([N:28]3[CH2:32][CH2:31][CH2:30][CH2:29]3)[N:18]=2)=[CH:6][CH:7]=1, predict the reactants needed to synthesize it. (6) Given the product [CH2:1]([O:8][C:9]([N:11]1[CH2:15][CH2:14][CH:13]2[CH2:16][C:17]([C:31]3[CH:30]=[N:29][CH:28]=[CH:42][CH:25]=3)=[CH:18][CH:12]12)=[O:10])[C:2]1[CH:7]=[CH:6][CH:5]=[CH:4][CH:3]=1.[N:48]1[CH:49]=[CH:50][CH:51]=[C:46]([C:25]2[CH2:42][CH:28]3[N:29]([C:32]([O:34][CH2:35][C:36]4[CH:41]=[CH:40][CH:39]=[CH:38][CH:37]=4)=[O:33])[CH2:30][CH2:31][CH:27]3[CH:26]=2)[CH:47]=1, predict the reactants needed to synthesize it. The reactants are: [CH2:1]([O:8][C:9]([N:11]1[CH2:15][CH2:14][CH:13]2[CH2:16][C:17]([Sn](C)(C)C)=[CH:18][CH:12]12)=[O:10])[C:2]1[CH:7]=[CH:6][CH:5]=[CH:4][CH:3]=1.C[Sn](C)(C)[C:25]1[CH2:42][CH:28]2[N:29]([C:32]([O:34][CH2:35][C:36]3[CH:41]=[CH:40][CH:39]=[CH:38][CH:37]=3)=[O:33])[CH2:30][CH2:31][CH:27]2[CH:26]=1.Br[C:46]1[CH:47]=[N:48][CH:49]=[CH:50][CH:51]=1.N.